This data is from NCI-60 drug combinations with 297,098 pairs across 59 cell lines. The task is: Regression. Given two drug SMILES strings and cell line genomic features, predict the synergy score measuring deviation from expected non-interaction effect. Drug 2: C(CN)CNCCSP(=O)(O)O. Cell line: K-562. Drug 1: CC(C1=C(C=CC(=C1Cl)F)Cl)OC2=C(N=CC(=C2)C3=CN(N=C3)C4CCNCC4)N. Synergy scores: CSS=42.1, Synergy_ZIP=1.33, Synergy_Bliss=-1.46, Synergy_Loewe=-54.8, Synergy_HSA=-3.10.